This data is from Full USPTO retrosynthesis dataset with 1.9M reactions from patents (1976-2016). The task is: Predict the reactants needed to synthesize the given product. (1) The reactants are: [CH:1]([C:3]1[CH:4]=[C:5]([C:10]2[CH:15]=[CH:14][C:13]([C:16]#[N:17])=[CH:12][CH:11]=2)[CH:6]=[CH:7][C:8]=1[OH:9])=[O:2].[OH-].[K+].Cl[CH:21]([F:23])[F:22].O. Given the product [F:22][CH:21]([F:23])[O:9][C:8]1[CH:7]=[CH:6][C:5]([C:10]2[CH:15]=[CH:14][C:13]([C:16]#[N:17])=[CH:12][CH:11]=2)=[CH:4][C:3]=1[CH:1]=[O:2], predict the reactants needed to synthesize it. (2) The reactants are: [N:1]1[CH:6]=[CH:5][CH:4]=[CH:3][C:2]=1[C:7]1[N:12]=[CH:11][C:10]([C:13]([OH:15])=O)=[CH:9][N:8]=1.CN(C(ON1N=NC2C=CC(=CC1=2)Cl)=[N+](C)C)C.F[P-](F)(F)(F)(F)F.CCN(C(C)C)C(C)C.[F:50][C:51]1[CH:52]=[C:53]2[C:57](=[CH:58][CH:59]=1)[N:56]([NH2:60])[C:55]([CH3:61])=[CH:54]2. Given the product [F:50][C:51]1[CH:52]=[C:53]2[C:57](=[CH:58][CH:59]=1)[N:56]([NH:60][C:13]([C:10]1[CH:11]=[N:12][C:7]([C:2]3[CH:3]=[CH:4][CH:5]=[CH:6][N:1]=3)=[N:8][CH:9]=1)=[O:15])[C:55]([CH3:61])=[CH:54]2, predict the reactants needed to synthesize it.